Dataset: Forward reaction prediction with 1.9M reactions from USPTO patents (1976-2016). Task: Predict the product of the given reaction. Given the reactants [F:1][C:2]1[CH:7]=[CH:6][CH:5]=[C:4]([F:8])[C:3]=1[N:9]1[C:14]2[N:15]=[C:16](S(C)=O)[N:17]=[C:18]([C:19]3[CH:20]=[C:21]([CH:28]=[CH:29][C:30]=3[CH3:31])[C:22]([NH:24][CH2:25][CH2:26][CH3:27])=[O:23])[C:13]=2[CH2:12][NH:11][C:10]1=[O:35].[N:36]1([CH:41]2[CH2:46][CH2:45][NH:44][CH2:43][CH2:42]2)[CH2:40][CH2:39][CH2:38][CH2:37]1, predict the reaction product. The product is: [F:1][C:2]1[CH:7]=[CH:6][CH:5]=[C:4]([F:8])[C:3]=1[N:9]1[C:14]2[N:15]=[C:16]([N:44]3[CH2:45][CH2:46][CH:41]([N:36]4[CH2:40][CH2:39][CH2:38][CH2:37]4)[CH2:42][CH2:43]3)[N:17]=[C:18]([C:19]3[CH:20]=[C:21]([CH:28]=[CH:29][C:30]=3[CH3:31])[C:22]([NH:24][CH2:25][CH2:26][CH3:27])=[O:23])[C:13]=2[CH2:12][NH:11][C:10]1=[O:35].